This data is from Merck oncology drug combination screen with 23,052 pairs across 39 cell lines. The task is: Regression. Given two drug SMILES strings and cell line genomic features, predict the synergy score measuring deviation from expected non-interaction effect. (1) Drug 2: N#Cc1ccc(Cn2cncc2CN2CCN(c3cccc(Cl)c3)C(=O)C2)cc1. Drug 1: CN1C(=O)C=CC2(C)C3CCC4(C)C(NC(=O)OCC(F)(F)F)CCC4C3CCC12. Synergy scores: synergy=-0.871. Cell line: ZR751. (2) Drug 1: COc1cccc2c1C(=O)c1c(O)c3c(c(O)c1C2=O)CC(O)(C(=O)CO)CC3OC1CC(N)C(O)C(C)O1. Drug 2: NC1(c2ccc(-c3nc4ccn5c(=O)[nH]nc5c4cc3-c3ccccc3)cc2)CCC1. Cell line: A2780. Synergy scores: synergy=9.42. (3) Drug 1: O=S1(=O)NC2(CN1CC(F)(F)F)C1CCC2Cc2cc(C=CCN3CCC(C(F)(F)F)CC3)ccc2C1. Drug 2: CC(C)CC(NC(=O)C(Cc1ccccc1)NC(=O)c1cnccn1)B(O)O. Cell line: UWB1289BRCA1. Synergy scores: synergy=-2.10. (4) Drug 1: CC(C)CC(NC(=O)C(Cc1ccccc1)NC(=O)c1cnccn1)B(O)O. Drug 2: COC1=C2CC(C)CC(OC)C(O)C(C)C=C(C)C(OC(N)=O)C(OC)C=CC=C(C)C(=O)NC(=CC1=O)C2=O. Cell line: NCIH23. Synergy scores: synergy=-41.1. (5) Drug 1: CC1CC2C3CCC4=CC(=O)C=CC4(C)C3(F)C(O)CC2(C)C1(O)C(=O)CO. Drug 2: C#Cc1cccc(Nc2ncnc3cc(OCCOC)c(OCCOC)cc23)c1. Cell line: T47D. Synergy scores: synergy=-22.5. (6) Drug 1: CCC1(O)CC2CN(CCc3c([nH]c4ccccc34)C(C(=O)OC)(c3cc4c(cc3OC)N(C)C3C(O)(C(=O)OC)C(OC(C)=O)C5(CC)C=CCN6CCC43C65)C2)C1. Drug 2: Cn1nnc2c(C(N)=O)ncn2c1=O. Cell line: A375. Synergy scores: synergy=-48.3. (7) Drug 1: CCC1=CC2CN(C1)Cc1c([nH]c3ccccc13)C(C(=O)OC)(c1cc3c(cc1OC)N(C)C1C(O)(C(=O)OC)C(OC(C)=O)C4(CC)C=CCN5CCC31C54)C2. Synergy scores: synergy=12.2. Drug 2: NC1(c2ccc(-c3nc4ccn5c(=O)[nH]nc5c4cc3-c3ccccc3)cc2)CCC1. Cell line: LNCAP.